From a dataset of Reaction yield outcomes from USPTO patents with 853,638 reactions. Predict the reaction yield, written as a fraction of the theoretical maximum amount of product (1.0 means a 100% yield; for example, 0.34 means a 34% yield). (1) The reactants are Br[C:2]1[CH:20]=[CH:19][C:5]([O:6][CH2:7][CH2:8][CH2:9][CH2:10][NH:11][C:12](=[O:18])[O:13][C:14]([CH3:17])([CH3:16])[CH3:15])=[CH:4][CH:3]=1.C([O-])(=O)C.[K+].[B:26]1([B:26]2[O:30][C:29]([CH3:32])([CH3:31])[C:28]([CH3:34])([CH3:33])[O:27]2)[O:30][C:29]([CH3:32])([CH3:31])[C:28]([CH3:34])([CH3:33])[O:27]1. The catalyst is C1C=CC(P(C2C=CC=CC=2)[C-]2C=CC=C2)=CC=1.C1C=CC(P(C2C=CC=CC=2)[C-]2C=CC=C2)=CC=1.Cl[Pd]Cl.[Fe+2].CS(C)=O. The product is [CH3:33][C:28]1([CH3:34])[C:29]([CH3:32])([CH3:31])[O:30][B:26]([C:2]2[CH:20]=[CH:19][C:5]([O:6][CH2:7][CH2:8][CH2:9][CH2:10][NH:11][C:12](=[O:18])[O:13][C:14]([CH3:17])([CH3:16])[CH3:15])=[CH:4][CH:3]=2)[O:27]1. The yield is 0.950. (2) The reactants are [CH3:1][N:2]1[CH:7]=[C:6]([C:8]2[CH:13]=[C:12]([N+:14]([O-])=O)[C:11]([CH3:17])=[CH:10][C:9]=2[O:18][C:19]2[CH:24]=[CH:23][CH:22]=[CH:21][CH:20]=2)[CH:5]=[CH:4][C:3]1=[O:25].[Cl-].[NH4+].C(O)C.O1CCCC1. The catalyst is [Fe].O. The product is [NH2:14][C:12]1[C:11]([CH3:17])=[CH:10][C:9]([O:18][C:19]2[CH:24]=[CH:23][CH:22]=[CH:21][CH:20]=2)=[C:8]([C:6]2[CH:5]=[CH:4][C:3](=[O:25])[N:2]([CH3:1])[CH:7]=2)[CH:13]=1. The yield is 0.610.